From a dataset of Full USPTO retrosynthesis dataset with 1.9M reactions from patents (1976-2016). Predict the reactants needed to synthesize the given product. (1) Given the product [ClH:29].[NH:8]([C:17]1([C:24]([O:26][CH2:27][CH3:28])=[O:25])[CH2:21][C:20](=[O:22])[NH:19][C:18]1=[O:23])[NH2:9], predict the reactants needed to synthesize it. The reactants are: C(OC([N:8]([C:17]1([C:24]([O:26][CH2:27][CH3:28])=[O:25])[CH2:21][C:20](=[O:22])[NH:19][C:18]1=[O:23])[NH:9]C(OC(C)(C)C)=O)=O)(C)(C)C.[ClH:29]. (2) Given the product [CH3:24][S:25]([O:1][CH2:2][CH2:3][C@H:4]1[C:9]2[CH:10]=[CH:11][C:12]([C:14]([NH2:16])=[O:15])=[CH:13][C:8]=2[CH2:7][CH2:6][O:5]1)(=[O:27])=[O:26], predict the reactants needed to synthesize it. The reactants are: [OH:1][CH2:2][CH2:3][C@H:4]1[C:9]2[CH:10]=[CH:11][C:12]([C:14]([NH2:16])=[O:15])=[CH:13][C:8]=2[CH2:7][CH2:6][O:5]1.C(N(CC)CC)C.[CH3:24][S:25](Cl)(=[O:27])=[O:26].